From a dataset of Peptide-MHC class II binding affinity with 134,281 pairs from IEDB. Regression. Given a peptide amino acid sequence and an MHC pseudo amino acid sequence, predict their binding affinity value. This is MHC class II binding data. (1) The peptide sequence is MAVGMVSILASSLLK. The MHC is DRB1_0101 with pseudo-sequence DRB1_0101. The binding affinity (normalized) is 0.595. (2) The peptide sequence is AIFVHGPTTVESHGN. The MHC is DRB5_0101 with pseudo-sequence DRB5_0101. The binding affinity (normalized) is 0.